This data is from Forward reaction prediction with 1.9M reactions from USPTO patents (1976-2016). The task is: Predict the product of the given reaction. (1) Given the reactants [F:1][C:2]1[CH:3]=[C:4]([OH:11])[CH:5]=[C:6]([F:10])[C:7]=1[CH2:8][OH:9].Cl[C:13]([F:18])([F:17])C([O-])=O.[Na+].C(=O)([O-])[O-].[Cs+].[Cs+].O, predict the reaction product. The product is: [F:17][CH:13]([F:18])[O:11][C:4]1[CH:3]=[C:2]([F:1])[C:7]([CH2:8][OH:9])=[C:6]([F:10])[CH:5]=1. (2) Given the reactants Br[C:2]1[CH:9]=[CH:8][CH:7]=[CH:6][C:3]=1[C:4]#[N:5].[CH2:10](SSCCC)[CH2:11][CH3:12].[ClH:18].C(S(C1C=CC=CC=1CN)(=O)=O)(C)C, predict the reaction product. The product is: [ClH:18].[CH2:10]([C:2]1[CH:9]=[CH:8][CH:7]=[CH:6][C:3]=1[CH2:4][NH2:5])[CH2:11][CH3:12]. (3) Given the reactants C(O[C:9]([N:11]1[CH2:16][CH2:15][CH:14]([CH2:17][NH:18][C:19]2[N:24]=[C:23]([CH3:25])[CH:22]=[CH:21][N:20]=2)[CH2:13][CH2:12]1)=[O:10])C1C=CC=CC=1.[CH2:26](Cl)[CH2:27]Cl.[CH:30]1[CH:31]=[CH:32][C:33]2N(O)N=N[C:34]=2[CH:35]=1.[C:40](OCC)(=O)C, predict the reaction product. The product is: [CH3:25][C:23]1[CH:22]=[CH:21][N:20]=[C:19]([NH:18][CH2:17][CH:14]2[CH2:13][CH2:12][N:11]([C:9]([C@@H:27]3[CH2:26][C@H:40]3[C:34]3[CH:33]=[CH:32][CH:31]=[CH:30][CH:35]=3)=[O:10])[CH2:16][CH2:15]2)[N:24]=1. (4) Given the reactants [F:1][C:2]1[CH:3]=[C:4]([CH:16]=[C:17]([F:19])[CH:18]=1)[CH2:5][N:6]1[C:14]2[C:9](=[CH:10][CH:11]=[C:12]([NH2:15])[CH:13]=2)[CH:8]=[CH:7]1.[N+:20]([C:23]1[CH:28]=[CH:27][CH:26]=[CH:25][C:24]=1[S:29]Cl)([O-:22])=[O:21], predict the reaction product. The product is: [F:1][C:2]1[CH:3]=[C:4]([CH:16]=[C:17]([F:19])[CH:18]=1)[CH2:5][N:6]1[C:14]2[C:9](=[CH:10][CH:11]=[C:12]([NH2:15])[CH:13]=2)[C:8]([S:29][C:24]2[CH:25]=[CH:26][CH:27]=[CH:28][C:23]=2[N+:20]([O-:22])=[O:21])=[CH:7]1. (5) Given the reactants [F:1][C:2]1[CH:9]=[C:8]([O:10][CH3:11])[C:7]([O:12][CH3:13])=[CH:6][C:3]=1[CH:4]=[O:5].[BH4-].[Na+], predict the reaction product. The product is: [F:1][C:2]1[CH:9]=[C:8]([O:10][CH3:11])[C:7]([O:12][CH3:13])=[CH:6][C:3]=1[CH2:4][OH:5]. (6) Given the reactants Br[C:2]1[N:7]=[C:6]2[C:8]([C:30]([NH:32][C:33]([CH3:36])([CH3:35])[CH3:34])=[O:31])=[CH:9][N:10]([C:11]([C:24]3[CH:29]=[CH:28][CH:27]=[CH:26][CH:25]=3)([C:18]3[CH:23]=[CH:22][CH:21]=[CH:20][CH:19]=3)[C:12]3[CH:17]=[CH:16][CH:15]=[CH:14][CH:13]=3)[C:5]2=[N:4][CH:3]=1.[F:37][CH:38]([F:62])[O:39][C:40]1[CH:41]=[C:42]2[C:46](=[CH:47][CH:48]=1)[NH:45][N:44]=[C:43]2[Sn](CCCC)(CCCC)CCCC, predict the reaction product. The product is: [C:33]([NH:32][C:30]([C:8]1[C:6]2=[N:7][C:2]([C:43]3[C:42]4[C:46](=[CH:47][CH:48]=[C:40]([O:39][CH:38]([F:37])[F:62])[CH:41]=4)[NH:45][N:44]=3)=[CH:3][N:4]=[C:5]2[N:10]([C:11]([C:18]2[CH:19]=[CH:20][CH:21]=[CH:22][CH:23]=2)([C:12]2[CH:17]=[CH:16][CH:15]=[CH:14][CH:13]=2)[C:24]2[CH:25]=[CH:26][CH:27]=[CH:28][CH:29]=2)[CH:9]=1)=[O:31])([CH3:36])([CH3:34])[CH3:35]. (7) Given the reactants CN(C(ON1N=NC2C=CC=NC1=2)=[N+](C)C)C.F[P-](F)(F)(F)(F)F.[C:25]([O:29][C:30]([NH:32][C:33]1[C:42]2[C:37](=[CH:38][CH:39]=[CH:40][CH:41]=2)[C:36]([O:43][C:44]2[CH:49]=[CH:48][N:47]=[C:46]([NH:50][C:51]3[CH:52]=[C:53]([CH:57]=[C:58]([C:60]#[CH:61])[CH:59]=3)[C:54]([OH:56])=O)[CH:45]=2)=[CH:35][CH:34]=1)=[O:31])([CH3:28])([CH3:27])[CH3:26].[CH3:62][O:63][CH2:64][CH2:65][O:66][CH2:67][CH2:68][O:69][CH2:70][C@@H:71]([NH2:73])[CH3:72].CCN(C(C)C)C(C)C, predict the reaction product. The product is: [C:60]([C:58]1[CH:59]=[C:51]([NH:50][C:46]2[CH:45]=[C:44]([O:43][C:36]3[C:37]4[C:42](=[CH:41][CH:40]=[CH:39][CH:38]=4)[C:33]([NH:32][C:30](=[O:31])[O:29][C:25]([CH3:26])([CH3:28])[CH3:27])=[CH:34][CH:35]=3)[CH:49]=[CH:48][N:47]=2)[CH:52]=[C:53]([C:54](=[O:56])[NH:73][C@@H:71]([CH3:72])[CH2:70][O:69][CH2:68][CH2:67][O:66][CH2:65][CH2:64][O:63][CH3:62])[CH:57]=1)#[CH:61]. (8) Given the reactants Br[C:2]1[CH:3]=[C:4]2[C:31](=[CH:32][CH:33]=1)[O:30][C:29]([CH3:35])([CH3:34])[C:25]1([CH2:28][O:27][CH2:26]1)[C@@:5]12[CH2:9][O:8][C:7]([N:10]([C:18]([O:20][C:21]([CH3:24])([CH3:23])[CH3:22])=[O:19])C(OC(C)(C)C)=O)=[N:6]1.F[B-](F)(F)F.C([PH+](C(C)(C)C)C(C)(C)C)(C)(C)C.C[Si]([N-:58][Si](C)(C)C)(C)C.[Li+].Cl, predict the reaction product. The product is: [NH2:58][C:2]1[CH:3]=[C:4]2[C:31](=[CH:32][CH:33]=1)[O:30][C:29]([CH3:34])([CH3:35])[C:25]1([CH2:28][O:27][CH2:26]1)[C@@:5]12[CH2:9][O:8][C:7]([NH:10][C:18](=[O:19])[O:20][C:21]([CH3:24])([CH3:23])[CH3:22])=[N:6]1. (9) Given the reactants [NH2:1][C@@H:2](/[CH:5]=[C:6](/[C:9]1[CH:14]=[CH:13][CH:12]=[CH:11][CH:10]=1)\[CH2:7][CH3:8])[CH2:3][OH:4], predict the reaction product. The product is: [NH2:1][C@@H:2]([CH2:5][CH:6]([C:9]1[CH:10]=[CH:11][CH:12]=[CH:13][CH:14]=1)[CH2:7][CH3:8])[CH2:3][OH:4].